Dataset: Full USPTO retrosynthesis dataset with 1.9M reactions from patents (1976-2016). Task: Predict the reactants needed to synthesize the given product. (1) Given the product [OH:2][C:3]1[CH:8]=[CH:7][C:6]([P:9](=[O:24])([C:16]2[CH:17]=[CH:18][C:19]([OH:22])=[CH:20][CH:21]=2)[C:10]2[CH:15]=[CH:14][CH:13]=[CH:12][CH:11]=2)=[CH:5][CH:4]=1, predict the reactants needed to synthesize it. The reactants are: C[O:2][C:3]1[CH:8]=[CH:7][C:6]([P:9](=[O:24])([C:16]2[CH:21]=[CH:20][C:19]([O:22]C)=[CH:18][CH:17]=2)[C:10]2[CH:15]=[CH:14][CH:13]=[CH:12][CH:11]=2)=[CH:5][CH:4]=1.Br.C(O)(=O)C.C. (2) Given the product [CH3:1][CH:2]([CH2:23][NH:24][CH2:36][C:29]1[CH:30]=[CH:33][CH:34]=[CH:35][C:28]=1[N+:25]([O-:27])=[O:26])[C:3]([N:5]([CH2:10][C:11]1[CH:21]=[C:20]([Cl:22])[C:14]2[O:15][CH2:16][CH2:17][CH2:18][O:19][C:13]=2[CH:12]=1)[CH2:6][CH:7]([CH3:8])[CH3:9])=[O:4], predict the reactants needed to synthesize it. The reactants are: [CH3:1][CH:2]([CH2:23][NH2:24])[C:3]([N:5]([CH2:10][C:11]1[CH:21]=[C:20]([Cl:22])[C:14]2[O:15][CH2:16][CH2:17][CH2:18][O:19][C:13]=2[CH:12]=1)[CH2:6][CH:7]([CH3:9])[CH3:8])=[O:4].[N+:25]([C:28]1[CH:29]=[C:30]([CH:33]=[CH:34][CH:35]=1)C=O)([O-:27])=[O:26].[C:36](O)(=O)C.C(O[BH-](OC(=O)C)OC(=O)C)(=O)C.[Na+]. (3) Given the product [OH:9][C:10]1[CH:11]=[C:12]([C:16]([CH3:27])([CH3:26])[CH2:17][CH2:18][CH2:19][CH2:20][C:21]([N:23]([CH3:25])[CH3:24])=[O:22])[CH:13]=[CH:14][CH:15]=1, predict the reactants needed to synthesize it. The reactants are: B(Br)(Br)Br.C(Cl)Cl.C[O:9][C:10]1[CH:11]=[C:12]([C:16]([CH3:27])([CH3:26])[CH2:17][CH2:18][CH2:19][CH2:20][C:21]([N:23]([CH3:25])[CH3:24])=[O:22])[CH:13]=[CH:14][CH:15]=1. (4) Given the product [Br:1][C:2]1[S:6][C:5]([C:7]([C:8](=[CH:19][C:18]2[CH:21]=[CH:22][CH:23]=[C:16]([F:15])[CH:17]=2)[C:9]([O:11][CH2:12][CH3:13])=[O:10])=[O:14])=[CH:4][CH:3]=1, predict the reactants needed to synthesize it. The reactants are: [Br:1][C:2]1[S:6][C:5]([C:7](=[O:14])[CH2:8][C:9]([O:11][CH2:12][CH3:13])=[O:10])=[CH:4][CH:3]=1.[F:15][C:16]1[CH:17]=[C:18]([CH:21]=[CH:22][CH:23]=1)[CH:19]=O.N1CCCCC1.C(O)(=O)C.